From a dataset of Forward reaction prediction with 1.9M reactions from USPTO patents (1976-2016). Predict the product of the given reaction. (1) Given the reactants [F:1][C:2]1[CH:40]=[CH:39][C:38]([O:41][C:42]([F:45])([F:44])[F:43])=[CH:37][C:3]=1[CH2:4][NH:5][C:6]([C:8]1[N:9]=[N:10][N:11]([CH2:13][CH2:14][CH2:15][CH2:16][C:17]2[N:22]=[N:21][C:20]3[NH:23][C:24]([CH:26]4[CH2:29][N:28](C(OC(C)(C)C)=O)[CH2:27]4)=[CH:25][C:19]=3[CH:18]=2)[CH:12]=1)=[O:7].C(O)(C(F)(F)F)=O, predict the reaction product. The product is: [NH:28]1[CH2:27][CH:26]([C:24]2[NH:23][C:20]3[N:21]=[N:22][C:17]([CH2:16][CH2:15][CH2:14][CH2:13][N:11]4[CH:12]=[C:8]([C:6]([NH:5][CH2:4][C:3]5[CH:37]=[C:38]([O:41][C:42]([F:44])([F:45])[F:43])[CH:39]=[CH:40][C:2]=5[F:1])=[O:7])[N:9]=[N:10]4)=[CH:18][C:19]=3[CH:25]=2)[CH2:29]1. (2) The product is: [C:19]1([CH3:18])[CH:24]=[C:23]([CH3:25])[CH:22]=[C:21]([CH3:26])[C:20]=1[NH:9][C:8]1[C:3]([O:2][CH3:1])=[N:4][C:5]([N:11]([CH2:15][CH2:16][CH3:17])[CH2:12][CH2:13][CH3:14])=[N:6][C:7]=1[CH3:10]. Given the reactants [CH3:1][O:2][C:3]1[C:8]([NH2:9])=[C:7]([CH3:10])[N:6]=[C:5]([N:11]([CH2:15][CH2:16][CH3:17])[CH2:12][CH2:13][CH3:14])[N:4]=1.[CH3:18][C:19]1[CH:24]=[C:23]([CH3:25])[CH:22]=[C:21]([CH3:26])[C:20]=1Br.C1(P(C2C=CC=CC=2)C2C=CC3C(=CC=CC=3)C=2C2C3C(=CC=CC=3)C=CC=2P(C2C=CC=CC=2)C2C=CC=CC=2)C=CC=CC=1.CC(C)([O-])C.[Na+], predict the reaction product. (3) Given the reactants [Cl:1][C:2]1[CH:7]=[CH:6][CH:5]=[CH:4][C:3]=1[S:8]([C@H:11]1[CH2:15][N:14]([C:16](=S)[CH2:17][C:18](=O)[CH3:19])[C@H:13]([C:22]([O:24][CH3:25])=[O:23])[CH2:12]1)(=[O:10])=[O:9].Cl.[CH:27]1([NH:33][NH2:34])[CH2:32][CH2:31][CH2:30][CH2:29][CH2:28]1, predict the reaction product. The product is: [CH3:25][O:24][C:22]([C@@H:13]1[CH2:12][C@@H:11]([S:8]([C:3]2[CH:4]=[CH:5][CH:6]=[CH:7][C:2]=2[Cl:1])(=[O:10])=[O:9])[CH2:15][N:14]1[C:16]1[N:33]([CH:27]2[CH2:32][CH2:31][CH2:30][CH2:29][CH2:28]2)[N:34]=[C:18]([CH3:19])[CH:17]=1)=[O:23]. (4) Given the reactants Cl[C:2]1[N:34]=[C:5]2[C:6]([C:24]3[CH:29]=[CH:28][CH:27]=[C:26]([C:30]([F:33])([F:32])[F:31])[CH:25]=3)=[C:7]([CH3:23])[C:8]([C:10]3[N:14]([C:15]4[CH:22]=[CH:21][C:18]([C:19]#[N:20])=[CH:17][CH:16]=4)[N:13]=[CH:12][CH:11]=3)=[CH:9][N:4]2[N:3]=1.[NH2:35][CH2:36][CH2:37][CH2:38][CH2:39][OH:40], predict the reaction product. The product is: [OH:40][CH2:39][CH2:38][CH2:37][CH2:36][NH:35][C:2]1[N:34]=[C:5]2[C:6]([C:24]3[CH:29]=[CH:28][CH:27]=[C:26]([C:30]([F:33])([F:32])[F:31])[CH:25]=3)=[C:7]([CH3:23])[C:8]([C:10]3[N:14]([C:15]4[CH:22]=[CH:21][C:18]([C:19]#[N:20])=[CH:17][CH:16]=4)[N:13]=[CH:12][CH:11]=3)=[CH:9][N:4]2[N:3]=1. (5) Given the reactants Br[C:2]1[CH:3]=[CH:4][C:5]([CH2:21][CH3:22])=[C:6]([CH:8]2[C:14](=[O:15])[CH:13]3[C:16](C)(C)[C:10]([CH3:19])([CH2:11][CH2:12]3)[C:9]2=[O:20])[CH:7]=1.[Cl:23][C:24]1[CH:29]=[CH:28][C:27](B(O)O)=[CH:26][CH:25]=1.[F-].[Cs+], predict the reaction product. The product is: [Cl:23][C:24]1[CH:29]=[CH:28][C:27]([C:2]2[CH:3]=[CH:4][C:5]([CH2:21][CH3:22])=[C:6]([CH:8]3[C:14](=[O:15])[CH:13]4[CH2:16][CH2:19][CH:10]([CH2:11][CH2:12]4)[C:9]3=[O:20])[CH:7]=2)=[CH:26][CH:25]=1. (6) Given the reactants [F:1][C:2]1[CH:3]=[CH:4][C:5]([OH:11])=[C:6]([CH:10]=1)[C:7]([OH:9])=[O:8].[N+:12]([O-])([OH:14])=[O:13], predict the reaction product. The product is: [F:1][C:2]1[CH:3]=[C:4]([N+:12]([O-:14])=[O:13])[C:5]([OH:11])=[C:6]([CH:10]=1)[C:7]([OH:9])=[O:8]. (7) Given the reactants [CH2:1]([O:8][C:9]([NH:11][C:12]1[C:13]([C:26]([O:28][CH3:29])=[O:27])=[C:14]([C:18]2[CH:23]=[N:22][C:21]([O:24][CH3:25])=[CH:20][N:19]=2)[S:15][C:16]=1Br)=[O:10])[C:2]1[CH:7]=[CH:6][CH:5]=[CH:4][CH:3]=1, predict the reaction product. The product is: [CH2:1]([O:8][C:9]([NH:11][C:12]1[C:13]([C:26]([O:28][CH3:29])=[O:27])=[C:14]([C:18]2[CH:23]=[N:22][C:21]([O:24][CH3:25])=[CH:20][N:19]=2)[S:15][CH:16]=1)=[O:10])[C:2]1[CH:7]=[CH:6][CH:5]=[CH:4][CH:3]=1.